This data is from Forward reaction prediction with 1.9M reactions from USPTO patents (1976-2016). The task is: Predict the product of the given reaction. Given the reactants [F:1][C:2]([F:18])([F:17])[C:3]1[C:12]2[C:7](=[CH:8][CH:9]=[C:10]([N+:13]([O-])=O)[CH:11]=2)[NH:6][C:5](=[O:16])[CH:4]=1.[F-].[Cs+].I[CH:22]([CH3:24])[CH3:23], predict the reaction product. The product is: [NH2:13][C:10]1[CH:11]=[C:12]2[C:7](=[CH:8][CH:9]=1)[N:6]=[C:5]([O:16][CH:22]([CH3:24])[CH3:23])[CH:4]=[C:3]2[C:2]([F:18])([F:17])[F:1].